From a dataset of Reaction yield outcomes from USPTO patents with 853,638 reactions. Predict the reaction yield, written as a fraction of the theoretical maximum amount of product (1.0 means a 100% yield; for example, 0.34 means a 34% yield). (1) The reactants are CO[C:3]([C@H:5]1[C@@H:10]([NH:11][CH2:12][C:13]2[CH:18]=[CH:17][C:16]([F:19])=[CH:15][CH:14]=2)[CH:9]2[CH2:20][CH2:21][CH:6]1[CH2:7][CH2:8]2)=[O:4].[CH3:22][S:23]([NH:26][C:27]1[CH:42]=[CH:41][C:30]2[NH:31][C:32]([CH2:37][C:38](O)=[O:39])=[N:33][S:34](=[O:36])(=[O:35])[C:29]=2[CH:28]=1)(=[O:25])=[O:24].CN1CCOCC1.Cl.CN(C)CCCN=C=NCC.[O-]CC.[Na+]. The catalyst is CN(C)C=O.C(O)C. The product is [F:19][C:16]1[CH:17]=[CH:18][C:13]([CH2:12][N:11]2[C:38](=[O:39])[C:37]([C:32]3[NH:31][C:30]4[CH:41]=[CH:42][C:27]([NH:26][S:23]([CH3:22])(=[O:25])=[O:24])=[CH:28][C:29]=4[S:34](=[O:36])(=[O:35])[N:33]=3)=[C:3]([OH:4])[C@H:5]3[C@@H:10]2[CH:9]2[CH2:8][CH2:7][CH:6]3[CH2:21][CH2:20]2)=[CH:14][CH:15]=1. The yield is 0.590. (2) The reactants are CN([CH:4]=[C:5]1[C:11](=O)[C:10]2[CH:13]=[C:14]([CH3:18])[C:15]([CH3:17])=[CH:16][C:9]=2[NH:8][C:7](=[O:19])[CH2:6]1)C.Cl.[CH3:21][O:22][C:23]1[CH:28]=[CH:27][C:26]([CH2:29][C:30]([NH2:32])=[NH:31])=[CH:25][CH:24]=1. No catalyst specified. The product is [CH3:21][O:22][C:23]1[CH:24]=[CH:25][C:26]([CH2:29][C:30]2[N:32]=[CH:4][C:5]3[CH2:6][C:7](=[O:19])[NH:8][C:9]4[CH:16]=[C:15]([CH3:17])[C:14]([CH3:18])=[CH:13][C:10]=4[C:11]=3[N:31]=2)=[CH:27][CH:28]=1. The yield is 0.790. (3) The reactants are [CH2:1](Br)[C:2]1[CH:7]=[CH:6][CH:5]=[CH:4][CH:3]=1.Br[C:10]1[CH:15]=[CH:14][C:13]([CH:16]2[O:20][CH2:19][CH2:18][O:17]2)=[CH:12][N:11]=1. The catalyst is [Zn].[Ni](Cl)Cl.C1(P(C2C=CC=CC=2)C2C=CC=CC=2)C=CC=CC=1.C1(P(C2C=CC=CC=2)C2C=CC=CC=2)C=CC=CC=1.O1CCCC1. The product is [CH2:1]([C:10]1[CH:15]=[CH:14][C:13]([CH:16]2[O:17][CH2:18][CH2:19][O:20]2)=[CH:12][N:11]=1)[C:2]1[CH:7]=[CH:6][CH:5]=[CH:4][CH:3]=1. The yield is 0.620. (4) The reactants are [CH2:1]([OH:8])[C:2]1[CH:7]=[CH:6][CH:5]=[CH:4][CH:3]=1.[H-].[Na+].F[C:12]1[CH:19]=[C:18]([F:20])[CH:17]=[CH:16][C:13]=1[C:14]#[N:15]. The catalyst is C1(C)C=CC=CC=1.C(OCC)(=O)C. The product is [CH2:1]([O:8][C:12]1[CH:19]=[C:18]([F:20])[CH:17]=[CH:16][C:13]=1[C:14]#[N:15])[C:2]1[CH:7]=[CH:6][CH:5]=[CH:4][CH:3]=1. The yield is 0.880. (5) The reactants are [NH:1]1[C:11]2[C:6](=[CH:7][CH:8]=[CH:9][CH:10]=2)[C:4](=O)[C:2]1=[O:3].[OH-:12].[Na+].O=[C:15]([C:22]1[CH:27]=[CH:26][CH:25]=[CH:24][CH:23]=1)[CH2:16][NH:17][S:18]([CH3:21])(=[O:20])=[O:19]. The catalyst is O.C(O)C.C1COCC1.O. The product is [CH3:21][S:18]([NH:17][C:16]1[C:15]([C:22]2[CH:27]=[CH:26][CH:25]=[CH:24][CH:23]=2)=[N:1][C:11]2[C:6]([C:4]=1[C:2]([OH:12])=[O:3])=[CH:7][CH:8]=[CH:9][CH:10]=2)(=[O:20])=[O:19]. The yield is 0.703. (6) The reactants are [CH3:1][C:2]1([CH3:30])[O:6][C@H:5]([CH2:7][O:8][CH2:9][C:10]2[C:18]3[C:13](=[CH:14][N:15]=[C:16]([C:19](O)=[O:20])[CH:17]=3)[N:12]([CH2:22][C:23]3[CH:28]=[CH:27][C:26]([F:29])=[CH:25][CH:24]=3)[CH:11]=2)[CH2:4][O:3]1.CN1CCOCC1.Cl.[CH3:39][NH:40][OH:41]. The catalyst is CN(C=O)C.CCOC(C)=O. The product is [CH3:1][C:2]1([CH3:30])[O:6][C@H:5]([CH2:7][O:8][CH2:9][C:10]2[C:18]3[C:13](=[CH:14][N:15]=[C:16]([C:19]([N:40]([OH:41])[CH3:39])=[O:20])[CH:17]=3)[N:12]([CH2:22][C:23]3[CH:24]=[CH:25][C:26]([F:29])=[CH:27][CH:28]=3)[CH:11]=2)[CH2:4][O:3]1. The yield is 0.440. (7) The reactants are [NH2:1][C:2]1[C:3]([N+:31]([O-:33])=[O:32])=[CH:4][C:5]([Cl:30])=[C:6]([N:8]2[CH2:13][CH2:12][N:11]([C:14]([C:16]3[C:17]([C:22]4[CH:27]=[CH:26][CH:25]=[CH:24][C:23]=4[O:28][CH3:29])=[N:18][O:19][C:20]=3[CH3:21])=[O:15])[CH2:10][CH2:9]2)[CH:7]=1.[CH3:34][O:35][C:36]1[CH:44]=[CH:43][C:39]([C:40](Cl)=[O:41])=[CH:38][CH:37]=1.CCN(P1(N(C)CCCN1C)=NC(C)(C)C)CC.N1CCCCC1. The catalyst is CN(C1C=CN=CC=1)C.ClCCCl. The product is [Cl:30][C:5]1[C:6]([N:8]2[CH2:13][CH2:12][N:11]([C:14]([C:16]3[C:17]([C:22]4[CH:27]=[CH:26][CH:25]=[CH:24][C:23]=4[O:28][CH3:29])=[N:18][O:19][C:20]=3[CH3:21])=[O:15])[CH2:10][CH2:9]2)=[CH:7][C:2]([NH:1][C:40](=[O:41])[C:39]2[CH:43]=[CH:44][C:36]([O:35][CH3:34])=[CH:37][CH:38]=2)=[C:3]([N+:31]([O-:33])=[O:32])[CH:4]=1. The yield is 0.749.